Dataset: Forward reaction prediction with 1.9M reactions from USPTO patents (1976-2016). Task: Predict the product of the given reaction. (1) Given the reactants [CH3:1][C:2]1([CH3:9])[O:6][C@@H:5]([CH2:7][OH:8])[CH2:4][O:3]1.Cl[C:11]([O:13][C:14]1[CH:19]=[CH:18][C:17]([N+:20]([O-:22])=[O:21])=[CH:16][CH:15]=1)=[O:12], predict the reaction product. The product is: [C:11](=[O:12])([O:13][C:14]1[CH:15]=[CH:16][C:17]([N+:20]([O-:22])=[O:21])=[CH:18][CH:19]=1)[O:8][CH2:7][C@@H:5]1[CH2:4][O:3][C:2]([CH3:9])([CH3:1])[O:6]1. (2) Given the reactants Cl[C:2]1[N:7]=[CH:6][C:5]([NH:8][CH2:9][C:10]2[CH:15]=[CH:14][C:13]([O:16][CH3:17])=[CH:12][CH:11]=2)=[CH:4][C:3]=1[C:18]([F:21])([F:20])[F:19].[CH3:22][N:23](C=O)C, predict the reaction product. The product is: [CH3:17][O:16][C:13]1[CH:14]=[CH:15][C:10]([CH2:9][NH:8][C:5]2[CH:4]=[C:3]([C:18]([F:21])([F:20])[F:19])[C:2]([C:22]#[N:23])=[N:7][CH:6]=2)=[CH:11][CH:12]=1. (3) Given the reactants [C:1]([C:3]1([C:6]([NH:8][NH:9][C:10](=O)[C:11]2[CH:16]=[CH:15][CH:14]=[C:13]([CH2:17][CH2:18][CH2:19][CH2:20][CH2:21][CH2:22][CH2:23][CH2:24][CH2:25][CH2:26][CH3:27])[CH:12]=2)=O)[CH2:5][CH2:4]1)#[N:2].S(Cl)(Cl)=O.[NH3:33], predict the reaction product. The product is: [CH2:17]([C:13]1[CH:12]=[C:11]([C:10]2[N:33]=[C:6]([C:3]3([C:1]#[N:2])[CH2:5][CH2:4]3)[NH:8][N:9]=2)[CH:16]=[CH:15][CH:14]=1)[CH2:18][CH2:19][CH2:20][CH2:21][CH2:22][CH2:23][CH2:24][CH2:25][CH2:26][CH3:27]. (4) Given the reactants [CH3:1][C:2]1[N:7]=[C:6]([CH2:8][OH:9])[C:5]([O:10][CH:11]([CH3:13])[CH3:12])=[CH:4][CH:3]=1.CC1(C)N([O])C(C)(C)CCC1.[O-:25]Cl=O.[Na+].[O-]Cl.[Na+].[OH-].[Na+].Cl, predict the reaction product. The product is: [CH3:1][C:2]1[N:7]=[C:6]([C:8]([OH:25])=[O:9])[C:5]([O:10][CH:11]([CH3:13])[CH3:12])=[CH:4][CH:3]=1.